Dataset: Full USPTO retrosynthesis dataset with 1.9M reactions from patents (1976-2016). Task: Predict the reactants needed to synthesize the given product. The reactants are: [C:1]([C:5]1[CH:44]=[CH:43][C:8]([CH2:9][N:10]([CH2:24][C:25]2[CH:30]=[CH:29][C:28]([C:31]#[C:32][C:33]3[CH:38]=[CH:37][C:36]([CH2:39][CH2:40][CH2:41][CH3:42])=[CH:35][CH:34]=3)=[CH:27][CH:26]=2)[C:11]2[CH:23]=[CH:22][C:14]3[O:15]C(C)(C)[O:17][C:18](=[O:19])[C:13]=3[CH:12]=2)=[CH:7][CH:6]=1)([CH3:4])([CH3:3])[CH3:2].O[Li].O.[ClH:48].[Na+].[Cl-]. Given the product [ClH:48].[C:1]([C:5]1[CH:44]=[CH:43][C:8]([CH2:9][N:10]([CH2:24][C:25]2[CH:30]=[CH:29][C:28]([C:31]#[C:32][C:33]3[CH:38]=[CH:37][C:36]([CH2:39][CH2:40][CH2:41][CH3:42])=[CH:35][CH:34]=3)=[CH:27][CH:26]=2)[C:11]2[CH:23]=[CH:22][C:14]([OH:15])=[C:13]([CH:12]=2)[C:18]([OH:19])=[O:17])=[CH:7][CH:6]=1)([CH3:3])([CH3:2])[CH3:4], predict the reactants needed to synthesize it.